Dataset: Forward reaction prediction with 1.9M reactions from USPTO patents (1976-2016). Task: Predict the product of the given reaction. (1) Given the reactants [O:1]1[CH2:5][CH2:4][CH:3]([C:6]([OH:8])=[O:7])[CH2:2]1.[CH3:9]C1C=CC(S(O)(=O)=O)=CC=1, predict the reaction product. The product is: [O:1]1[CH2:5][CH2:4][CH:3]([C:6]([O:8][CH3:9])=[O:7])[CH2:2]1. (2) Given the reactants [CH:1]1([NH2:6])[CH2:5][CH2:4][CH2:3][CH2:2]1.[OH-].[Na+].Cl[C:10]([O:12][CH2:13][CH3:14])=[O:11], predict the reaction product. The product is: [CH:1]1([NH:6][C:10](=[O:11])[O:12][CH2:13][CH3:14])[CH2:5][CH2:4][CH2:3][CH2:2]1. (3) The product is: [ClH:6].[CH2:1]([N:3]([CH2:4][CH3:5])[CH2:9][CH2:8][CH2:7][Cl:6])[CH3:2]. Given the reactants [CH2:1]([NH:3][CH2:4][CH3:5])[CH3:2].[Cl:6][CH2:7][CH2:8][CH2:9]O.S(Cl)(Cl)=O, predict the reaction product. (4) Given the reactants [CH3:1][C:2]1[O:3][C:4]2[C:9]([C:10](=[O:12])[CH:11]=1)=[CH:8][CH:7]=[CH:6][C:5]=2[CH:13]=O.[C:15]([CH:17]=[C:18]([O-])[CH3:19])#[N:16].[Na+].[NH2:22]/[C:23](/[CH3:32])=[CH:24]\[C:25]([O:27][C:28]([CH3:31])([CH3:30])[CH3:29])=[O:26].C(O)(=O)C, predict the reaction product. The product is: [C:15]([C:17]1[CH:13]([C:5]2[CH:6]=[CH:7][CH:8]=[C:9]3[C:4]=2[O:3][C:2]([CH3:1])=[CH:11][C:10]3=[O:12])[C:24]([C:25]([O:27][C:28]([CH3:31])([CH3:30])[CH3:29])=[O:26])=[C:23]([CH3:32])[NH:22][C:18]=1[CH3:19])#[N:16]. (5) Given the reactants [Cl:1][C:2]1[N:7]=[C:6](Cl)[C:5]([F:9])=[CH:4][N:3]=1.N#N.[CH2:12]1[CH2:22][O:21][C:20]2[CH:19]=[CH:18][C:16]([NH2:17])=[CH:15][C:14]=2[O:13]1.Cl.[CH3:24]O, predict the reaction product. The product is: [Cl:1][C:2]1[N:7]=[C:6]([N:17]([C:16]2[CH:18]=[CH:19][C:20]3[O:21][CH2:22][CH2:12][O:13][C:14]=3[CH:15]=2)[CH3:24])[C:5]([F:9])=[CH:4][N:3]=1. (6) Given the reactants [Cl:1][C:2]1[CH:7]=[CH:6][CH:5]=[CH:4][C:3]=1[C:8]1[O:9][C:10]2[C:15]([C:16](=[O:18])[CH:17]=1)=[C:14]([O:19]C)[CH:13]=[C:12]([O:21]C)[C:11]=2[C@@H:23]1[CH2:27][CH2:26][N:25]([CH3:28])[C@H:24]1[CH2:29][OH:30].Cl, predict the reaction product. The product is: [ClH:1].[Cl:1][C:2]1[CH:7]=[CH:6][CH:5]=[CH:4][C:3]=1[C:8]1[O:9][C:10]2[C:15]([C:16](=[O:18])[CH:17]=1)=[C:14]([OH:19])[CH:13]=[C:12]([OH:21])[C:11]=2[C@@H:23]1[CH2:27][CH2:26][N:25]([CH3:28])[C@H:24]1[CH2:29][OH:30]. (7) The product is: [C:33]1([CH:7]([C:1]2[CH:2]=[CH:3][CH:4]=[CH:5][CH:6]=2)[N:8]2[C:16]3[C:11](=[C:12]([O:19][CH3:20])[CH:13]=[C:14]([O:17][CH3:18])[CH:15]=3)[C:10]3([C:21]4[C:30](=[CH:29][C:24]5[O:25][CH2:26][CH2:27][O:28][C:23]=5[CH:22]=4)[O:31][CH2:39]3)[C:9]2=[O:32])[CH:38]=[CH:37][CH:36]=[CH:35][CH:34]=1. Given the reactants [C:1]1([CH:7]([C:33]2[CH:38]=[CH:37][CH:36]=[CH:35][CH:34]=2)[N:8]2[C:16]3[C:11](=[C:12]([O:19][CH3:20])[CH:13]=[C:14]([O:17][CH3:18])[CH:15]=3)[CH:10]([C:21]3[C:30]([OH:31])=[CH:29][C:24]4[O:25][CH2:26][CH2:27][O:28][C:23]=4[CH:22]=3)[C:9]2=[O:32])[CH:6]=[CH:5][CH:4]=[CH:3][CH:2]=1.[C:39]1(C(C2C=CC=CC=2)N2C3C(=CC=CC=3)C(C3C=C(C)C(OC)=CC=3O)C2=O)C=CC=CC=1, predict the reaction product.